This data is from Reaction yield outcomes from USPTO patents with 853,638 reactions. The task is: Predict the reaction yield, written as a fraction of the theoretical maximum amount of product (1.0 means a 100% yield; for example, 0.34 means a 34% yield). (1) The reactants are [CH3:1][C:2]1[O:6][N:5]=[C:4]([C:7]([OH:9])=O)[CH:3]=1.C(N(C(C)C)CC)(C)C.[Cl:19][C:20]1[CH:25]=[CH:24][C:23]([CH:26]([NH:28][C@@H:29]([C:31]2[CH:36]=[CH:35][CH:34]=[C:33]([Cl:37])[CH:32]=2)[CH3:30])[CH3:27])=[CH:22][C:21]=1[NH2:38].CN(C(ON1N=NC2C=CC=NC1=2)=[N+](C)C)C.F[P-](F)(F)(F)(F)F. The catalyst is CN(C=O)C.O.CCOC(C)=O. The product is [Cl:19][C:20]1[CH:25]=[CH:24][C:23]([CH:26]([NH:28][C@@H:29]([C:31]2[CH:36]=[CH:35][CH:34]=[C:33]([Cl:37])[CH:32]=2)[CH3:30])[CH3:27])=[CH:22][C:21]=1[NH:38][C:7]([C:4]1[CH:3]=[C:2]([CH3:1])[O:6][N:5]=1)=[O:9]. The yield is 0.700. (2) The reactants are [N:1]1([CH2:7][CH2:8][O:9][C:10]2[CH:15]=[CH:14][C:13]([NH2:16])=[CH:12][CH:11]=2)[CH2:6][CH2:5][CH2:4][CH2:3][CH2:2]1.[F:17][C:18]1[CH:26]=[C:25]2[C:21]([C:22](=[CH:28]O)[C:23](=[O:27])[NH:24]2)=[CH:20][CH:19]=1. No catalyst specified. The product is [F:17][C:18]1[CH:26]=[C:25]2[C:21]([C:22](=[CH:28][NH:16][C:13]3[CH:12]=[CH:11][C:10]([O:9][CH2:8][CH2:7][N:1]4[CH2:2][CH2:3][CH2:4][CH2:5][CH2:6]4)=[CH:15][CH:14]=3)[C:23](=[O:27])[NH:24]2)=[CH:20][CH:19]=1. The yield is 0.700. (3) The product is [NH:7]1[CH:11]=[CH:10][CH:9]=[C:8]1[C:15]([O:17][CH3:18])=[O:16]. The reactants are BrCC1C=C(C=CC=1)C[N:7]1[C:11](I)=[C:10](C=O)[CH:9]=[C:8]1[C:15]([O:17][CH3:18])=[O:16].C([O-])([O-])=O.[K+].[K+]. The catalyst is CO. The yield is 0.930. (4) The reactants are [O:1]=[C:2]1[C:11]2[C:6](=[CH:7][CH:8]=[CH:9][CH:10]=2)[N:5]=[C:4]([CH2:12][CH2:13][CH2:14][C:15]([OH:17])=O)[NH:3]1.[C:18]1([C:24]2[O:25][C:26]([CH:29]3[CH2:34][CH2:33][NH:32][CH2:31][CH2:30]3)=[N:27][N:28]=2)[CH:23]=[CH:22][CH:21]=[CH:20][CH:19]=1. No catalyst specified. The product is [O:17]=[C:15]([N:32]1[CH2:31][CH2:30][CH:29]([C:26]2[O:25][C:24]([C:18]3[CH:23]=[CH:22][CH:21]=[CH:20][CH:19]=3)=[N:28][N:27]=2)[CH2:34][CH2:33]1)[CH2:14][CH2:13][CH2:12][C:4]1[NH:3][C:2](=[O:1])[C:11]2[C:6](=[CH:7][CH:8]=[CH:9][CH:10]=2)[N:5]=1. The yield is 0.270. (5) The product is [CH3:8][O:9][C:10](=[O:52])[CH2:11][CH2:12][CH2:13]/[CH:14]=[CH:15]\[CH2:16][C@H:17]1[C@H:21]([Cl:22])[CH2:20][C@@H:19]([OH:23])[C@@H:18]1[C:31]1[CH:32]=[CH:33][C:34]([CH:37]([CH:38]2[CH2:43][CH2:42][CH2:41][CH2:40][CH2:39]2)[OH:44])=[CH:35][CH:36]=1. The reactants are C1C=CN=CC=1.F.[CH3:8][O:9][C:10](=[O:52])[CH2:11][CH2:12][CH2:13]/[CH:14]=[CH:15]\[CH2:16][C@H:17]1[C@H:21]([Cl:22])[CH2:20][C@@H:19]([O:23][Si](C(C)(C)C)(C)C)[C@@H:18]1[C:31]1[CH:36]=[CH:35][C:34]([CH:37]([O:44][Si](C(C)(C)C)(C)C)[CH:38]2[CH2:43][CH2:42][CH2:41][CH2:40][CH2:39]2)=[CH:33][CH:32]=1. The catalyst is CC#N. The yield is 0.930. (6) The reactants are [CH3:1][N:2]1[CH:6]=[CH:5][CH:4]=[C:3]1[C:7]([OH:9])=O.Cl.[CH2:11]1[C:19]2[C:14](=[CH:15][C:16]([C:20]([O:22]C)=O)=[CH:17][CH:18]=2)[CH2:13][NH:12]1.CN(C([O:31][N:32]1N=NC2C=CC=NC1=2)=[N+](C)C)C.F[P-](F)(F)(F)(F)F.CN1CCOCC1.Cl.NO.[OH-].[K+]. The catalyst is C(Cl)Cl.CO. The product is [OH:31][NH:32][C:20]([C:16]1[CH:15]=[C:14]2[C:19](=[CH:18][CH:17]=1)[CH2:11][N:12]([C:7]([C:3]1[N:2]([CH3:1])[CH:6]=[CH:5][CH:4]=1)=[O:9])[CH2:13]2)=[O:22]. The yield is 0.500.